Regression. Given two drug SMILES strings and cell line genomic features, predict the synergy score measuring deviation from expected non-interaction effect. From a dataset of NCI-60 drug combinations with 297,098 pairs across 59 cell lines. (1) Drug 1: CC1C(C(CC(O1)OC2CC(CC3=C2C(=C4C(=C3O)C(=O)C5=C(C4=O)C(=CC=C5)OC)O)(C(=O)C)O)N)O.Cl. Drug 2: CC1=C(C(=O)C2=C(C1=O)N3CC4C(C3(C2COC(=O)N)OC)N4)N. Cell line: SK-MEL-5. Synergy scores: CSS=41.1, Synergy_ZIP=-4.62, Synergy_Bliss=-5.29, Synergy_Loewe=-11.3, Synergy_HSA=-4.58. (2) Drug 1: C1CN(CCN1C(=O)CCBr)C(=O)CCBr. Drug 2: N.N.Cl[Pt+2]Cl. Cell line: SN12C. Synergy scores: CSS=21.0, Synergy_ZIP=-5.96, Synergy_Bliss=0.364, Synergy_Loewe=-7.04, Synergy_HSA=-1.84. (3) Drug 1: C1=NC2=C(N=C(N=C2N1C3C(C(C(O3)CO)O)F)Cl)N. Drug 2: C1CCC(C(C1)N)N.C(=O)(C(=O)[O-])[O-].[Pt+4]. Cell line: MCF7. Synergy scores: CSS=29.2, Synergy_ZIP=-5.70, Synergy_Bliss=-0.850, Synergy_Loewe=-1.61, Synergy_HSA=-1.13. (4) Drug 1: C1CCC(C1)C(CC#N)N2C=C(C=N2)C3=C4C=CNC4=NC=N3. Drug 2: CN(CCCl)CCCl.Cl. Synergy scores: CSS=9.83, Synergy_ZIP=2.36, Synergy_Bliss=0.175, Synergy_Loewe=-15.1, Synergy_HSA=-3.14. Cell line: SNB-19. (5) Drug 1: C1CCN(CC1)CCOC2=CC=C(C=C2)C(=O)C3=C(SC4=C3C=CC(=C4)O)C5=CC=C(C=C5)O. Drug 2: C1=CC(=CC=C1CCC2=CNC3=C2C(=O)NC(=N3)N)C(=O)NC(CCC(=O)O)C(=O)O. Cell line: HL-60(TB). Synergy scores: CSS=52.2, Synergy_ZIP=4.46, Synergy_Bliss=2.26, Synergy_Loewe=-21.9, Synergy_HSA=-0.938. (6) Drug 1: C(=O)(N)NO. Drug 2: CC1CCC2CC(C(=CC=CC=CC(CC(C(=O)C(C(C(=CC(C(=O)CC(OC(=O)C3CCCCN3C(=O)C(=O)C1(O2)O)C(C)CC4CCC(C(C4)OC)O)C)C)O)OC)C)C)C)OC. Cell line: U251. Synergy scores: CSS=-1.09, Synergy_ZIP=5.64, Synergy_Bliss=10.3, Synergy_Loewe=-9.24, Synergy_HSA=3.80. (7) Drug 1: CC1=C(N=C(N=C1N)C(CC(=O)N)NCC(C(=O)N)N)C(=O)NC(C(C2=CN=CN2)OC3C(C(C(C(O3)CO)O)O)OC4C(C(C(C(O4)CO)O)OC(=O)N)O)C(=O)NC(C)C(C(C)C(=O)NC(C(C)O)C(=O)NCCC5=NC(=CS5)C6=NC(=CS6)C(=O)NCCC[S+](C)C)O. Drug 2: N.N.Cl[Pt+2]Cl. Cell line: KM12. Synergy scores: CSS=34.0, Synergy_ZIP=-12.6, Synergy_Bliss=-4.26, Synergy_Loewe=-19.8, Synergy_HSA=0.747. (8) Drug 1: CC1=CC2C(CCC3(C2CCC3(C(=O)C)OC(=O)C)C)C4(C1=CC(=O)CC4)C. Drug 2: CC1=C(C(CCC1)(C)C)C=CC(=CC=CC(=CC(=O)O)C)C. Cell line: UO-31. Synergy scores: CSS=11.3, Synergy_ZIP=0.214, Synergy_Bliss=6.95, Synergy_Loewe=10.2, Synergy_HSA=7.92.